This data is from Full USPTO retrosynthesis dataset with 1.9M reactions from patents (1976-2016). The task is: Predict the reactants needed to synthesize the given product. Given the product [NH2:15][C:10]1[CH:9]=[C:8]([CH2:1][C:2]2[CH:7]=[CH:6][CH:5]=[CH:4][CH:3]=2)[CH:13]=[CH:12][C:11]=1[OH:14], predict the reactants needed to synthesize it. The reactants are: [CH2:1]([C:8]1[CH:13]=[CH:12][C:11]([OH:14])=[C:10]([N+:15]([O-])=O)[CH:9]=1)[C:2]1[CH:7]=[CH:6][CH:5]=[CH:4][CH:3]=1.